Predict which catalyst facilitates the given reaction. From a dataset of Catalyst prediction with 721,799 reactions and 888 catalyst types from USPTO. (1) Reactant: [O:1]=[C:2]1[CH2:6][CH2:5][CH2:4][N:3]1[C:7]([O:9][C:10]([CH3:13])([CH3:12])[CH3:11])=[O:8].[CH2:14]([Mg]Br)[CH:15]([CH3:17])[CH3:16].C(OCC)C. Product: [CH3:11][C:10]([O:9][C:7](=[O:8])[NH:3][CH2:4][CH2:5][CH2:6][C:2](=[O:1])[CH2:14][CH:15]([CH3:17])[CH3:16])([CH3:13])[CH3:12]. The catalyst class is: 7. (2) Reactant: [CH3:1][O:2][C:3](=[O:22])[CH:4]([C:6]1[CH:15]=[CH:14][C:13]2[C:8](=[CH:9][CH:10]=[C:11]([O:16][CH2:17][C:18]([O:20][CH3:21])=[O:19])[CH:12]=2)[CH:7]=1)[CH3:5].[C:23]([O-])([O-])=O.[K+].[K+].[I-].[Na+].ClC(C)C(OC)=O. Product: [CH3:1][O:2][C:3](=[O:22])[CH:4]([C:6]1[CH:15]=[CH:14][C:13]2[C:8](=[CH:9][CH:10]=[C:11]([O:16][CH:17]([C:18]([O:20][CH3:21])=[O:19])[CH3:23])[CH:12]=2)[CH:7]=1)[CH3:5]. The catalyst class is: 21. (3) Reactant: [NH:1]1[CH2:4][CH:3]([CH2:5][N:6]([CH2:15][C:16]2[C:21]([CH3:22])=[CH:20][CH:19]=[CH:18][N:17]=2)[CH2:7][C:8]2[C:13]([CH3:14])=[CH:12][CH:11]=[CH:10][N:9]=2)[CH2:2]1.CCN(C(C)C)C(C)C.Br[CH2:33][C:34]([O:36][CH3:37])=[O:35].C([O-])(O)=O.[Na+]. Product: [CH3:37][O:36][C:34](=[O:35])[CH2:33][N:1]1[CH2:4][CH:3]([CH2:5][N:6]([CH2:7][C:8]2[C:13]([CH3:14])=[CH:12][CH:11]=[CH:10][N:9]=2)[CH2:15][C:16]2[C:21]([CH3:22])=[CH:20][CH:19]=[CH:18][N:17]=2)[CH2:2]1. The catalyst class is: 2. (4) Reactant: [CH2:1]([C:3]1(O)[CH:10]2[CH2:11][CH:6]3[CH2:7][CH:8]([CH2:12][CH:4]1[CH2:5]3)[CH2:9]2)[CH3:2].C1(C)C=CC(S(O)(=O)=O)=CC=1. Product: [CH:1](=[C:3]1[CH:4]2[CH2:12][CH:8]3[CH2:7][CH:6]([CH2:11][CH:10]1[CH2:9]3)[CH2:5]2)[CH3:2]. The catalyst class is: 11. (5) Reactant: [CH3:1][C:2]1([CH3:20])[CH2:11][CH2:10][C:9]([CH3:13])([CH3:12])[C:8]2[CH:7]=[C:6]([C:14]([O:16][CH2:17][CH3:18])=[O:15])[C:5](N)=[CH:4][C:3]1=2.[H+].[B-](F)(F)(F)[F:23].N([O-])=O.[Na+]. Product: [CH3:1][C:2]1([CH3:20])[CH2:11][CH2:10][C:9]([CH3:13])([CH3:12])[C:8]2[CH:7]=[C:6]([C:14]([O:16][CH2:17][CH3:18])=[O:15])[C:5]([F:23])=[CH:4][C:3]1=2. The catalyst class is: 6. (6) Reactant: [CH:1]1([C:7]2[N:8]([CH2:19][CH3:20])[C:9]3[C:14]([CH:15]=2)=[CH:13][C:12]([N+:16]([O-])=O)=[CH:11][CH:10]=3)[CH2:6][CH2:5][CH2:4][CH2:3][CH2:2]1. Product: [CH:1]1([C:7]2[N:8]([CH2:19][CH3:20])[C:9]3[C:14]([CH:15]=2)=[CH:13][C:12]([NH2:16])=[CH:11][CH:10]=3)[CH2:2][CH2:3][CH2:4][CH2:5][CH2:6]1. The catalyst class is: 63.